From a dataset of Catalyst prediction with 721,799 reactions and 888 catalyst types from USPTO. Predict which catalyst facilitates the given reaction. Reactant: C([O:3][CH:4](OCC)[C:5]1[CH:6]=[C:7]([CH:24]=[CH:25][CH:26]=1)[CH2:8][O:9][C:10]1[CH:15]=[C:14]([C:16]([F:19])([F:18])[F:17])[CH:13]=[C:12]([C:20]([F:23])([F:22])[F:21])[CH:11]=1)C.Cl.C([O-])(O)=O.[Na+]. Product: [F:17][C:16]([F:18])([F:19])[C:14]1[CH:15]=[C:10]([CH:11]=[C:12]([C:20]([F:23])([F:22])[F:21])[CH:13]=1)[O:9][CH2:8][C:7]1[CH:6]=[C:5]([CH:26]=[CH:25][CH:24]=1)[CH:4]=[O:3]. The catalyst class is: 1.